This data is from Full USPTO retrosynthesis dataset with 1.9M reactions from patents (1976-2016). The task is: Predict the reactants needed to synthesize the given product. (1) Given the product [Br:15][C:11]1[CH:10]=[C:9]([CH:13]=[O:14])[N:8]([C:7]2[CH:6]=[CH:5][N:4]=[CH:3][C:2]=2[Cl:1])[CH:12]=1, predict the reactants needed to synthesize it. The reactants are: [Cl:1][C:2]1[CH:3]=[N:4][CH:5]=[CH:6][C:7]=1[N:8]1[CH:12]=[CH:11][CH:10]=[C:9]1[CH:13]=[O:14].[Br:15]N1C(=O)CCC1=O.O. (2) Given the product [Cl:38][C:8]1[CH:7]=[C:6]([CH2:5][C:4]([OH:39])=[O:3])[CH:11]=[CH:10][C:9]=1[NH:12][C:13]([N:15]([C:22]1[N:23]([C:31]2[CH:36]=[CH:35][C:34]([Cl:37])=[CH:33][CH:32]=2)[N:24]=[C:25]2[C:30]=1[CH:29]=[CH:28][CH:27]=[CH:26]2)[CH:16]1[CH2:17][CH2:18][CH2:19][CH2:20][CH2:21]1)=[O:14], predict the reactants needed to synthesize it. The reactants are: C([O:3][C:4](=[O:39])[CH2:5][C:6]1[CH:11]=[CH:10][C:9]([NH:12][C:13]([N:15]([C:22]2[N:23]([C:31]3[CH:36]=[CH:35][C:34]([Cl:37])=[CH:33][CH:32]=3)[N:24]=[C:25]3[C:30]=2[CH:29]=[CH:28][CH:27]=[CH:26]3)[CH:16]2[CH2:21][CH2:20][CH2:19][CH2:18][CH2:17]2)=[O:14])=[C:8]([Cl:38])[CH:7]=1)C.[OH-].[Li+]. (3) Given the product [C:1]1([C:29]2[CH:34]=[CH:33][CH:32]=[CH:31][CH:30]=2)[CH:2]=[CH:3][C:4]([NH:7][C:8](=[O:9])[C:10]2[CH:18]=[CH:17][C:13]([C:14]([NH:40][CH2:39][CH2:38][CH2:37][O:36][CH3:35])=[O:16])=[C:12]([NH:19][C:20](=[O:28])[CH2:21][N:22]3[CH2:27][CH2:26][O:25][CH2:24][CH2:23]3)[CH:11]=2)=[CH:5][CH:6]=1, predict the reactants needed to synthesize it. The reactants are: [C:1]1([C:29]2[CH:34]=[CH:33][CH:32]=[CH:31][CH:30]=2)[CH:6]=[CH:5][C:4]([NH:7][C:8]([C:10]2[CH:18]=[CH:17][C:13]([C:14]([OH:16])=O)=[C:12]([NH:19][C:20](=[O:28])[CH2:21][N:22]3[CH2:27][CH2:26][O:25][CH2:24][CH2:23]3)[CH:11]=2)=[O:9])=[CH:3][CH:2]=1.[CH3:35][O:36][CH2:37][CH2:38][CH2:39][NH2:40].F[P-](F)(F)(F)(F)F.N1(O[P+](N2CCCC2)(N2CCCC2)N2CCCC2)C2C=CC=CC=2N=N1.C(N(C(C)C)CC)(C)C. (4) Given the product [NH2:51][C:44]1[C:43]2[C:47](=[CH:48][CH:49]=[C:41]([C:11]3[S:12][C:13]4[C:19]([C:20]5[CH:21]=[CH:22][C:23]([Cl:26])=[CH:24][CH:25]=5)=[C:18]([C@H:27]([O:33][C:34]([CH3:36])([CH3:35])[CH3:37])[C:28]([O:30][CH2:31][CH3:32])=[O:29])[C:17]([CH3:38])=[CH:16][C:14]=4[N:15]=3)[CH:42]=2)[N:46]([CH3:50])[N:45]=1, predict the reactants needed to synthesize it. The reactants are: NC1C2C(=CC([C:11]3[S:12][C:13]4[C:19]([C:20]5[CH:25]=[CH:24][C:23]([Cl:26])=[CH:22][CH:21]=5)=[C:18]([C@H:27]([O:33][C:34]([CH3:37])([CH3:36])[CH3:35])[C:28]([O:30][CH2:31][CH3:32])=[O:29])[C:17]([CH3:38])=[CH:16][C:14]=4[N:15]=3)=CC=2)N(C)N=1.Br[C:41]1[CH:42]=[C:43]2[C:47](=[CH:48][CH:49]=1)[N:46]([CH3:50])[N:45]=[C:44]2[NH2:51]. (5) Given the product [F:7][C:8]1[CH:32]=[CH:31][CH:30]=[C:29]([F:33])[C:9]=1[CH2:10][O:11][C:12]1[C:13]2[N:14]([C:20]([C:24]([O:26][CH2:27][CH3:28])=[O:25])=[C:21]([CH3:23])[N:22]=2)[CH:15]=[C:16]([CH:18]=[O:36])[CH:17]=1, predict the reactants needed to synthesize it. The reactants are: I([O-])(=O)(=O)=O.[Na+].[F:7][C:8]1[CH:32]=[CH:31][CH:30]=[C:29]([F:33])[C:9]=1[CH2:10][O:11][C:12]1[C:13]2[N:14]([C:20]([C:24]([O:26][CH2:27][CH3:28])=[O:25])=[C:21]([CH3:23])[N:22]=2)[CH:15]=[C:16]([CH:18]=C)[CH:17]=1.C(OCC)(=[O:36])C. (6) The reactants are: [CH3:1][O:2][C:3]([CH:5]1[CH2:14][CH2:13][C:12]2[C:7](=[CH:8][CH:9]=[C:10]([OH:15])[CH:11]=2)[CH2:6]1)=[O:4].[C:16]([C@H:20]1[CH2:25][CH2:24][C@H:23](O)[CH2:22][CH2:21]1)([CH3:19])([CH3:18])[CH3:17].C1(P(C2C=CC=CC=2)C2C=CC=CC=2)C=CC=CC=1.C1(C)C=CC=CC=1.N(C(OC(C)C)=O)=NC(OC(C)C)=O. Given the product [C:16]([C@H:20]1[CH2:25][CH2:24][C@H:23]([O:15][C:10]2[CH:11]=[C:12]3[C:7](=[CH:8][CH:9]=2)[CH2:6][CH:5]([C:3]([O:2][CH3:1])=[O:4])[CH2:14][CH2:13]3)[CH2:22][CH2:21]1)([CH3:19])([CH3:18])[CH3:17], predict the reactants needed to synthesize it. (7) Given the product [N+:13]([C:4]1[C:3]([CH:1]=[N:16][C:17]2[CH:22]=[CH:21][CH:20]=[CH:19][CH:18]=2)=[CH:12][CH:11]=[CH:10][C:5]=1[C:6]([O:8][CH3:9])=[O:7])([O-:15])=[O:14], predict the reactants needed to synthesize it. The reactants are: [CH:1]([C:3]1[C:4]([N+:13]([O-:15])=[O:14])=[C:5]([CH:10]=[CH:11][CH:12]=1)[C:6]([O:8][CH3:9])=[O:7])=O.[NH2:16][C:17]1[CH:22]=[CH:21][CH:20]=[CH:19][CH:18]=1.CCCCCC.CCOC(C)=O. (8) Given the product [O:1]=[C:2]1[C@H:8]([CH2:9][C:10]([OH:12])=[O:11])[CH2:7][C:6]2[CH:14]=[CH:15][C:16]([O:18][CH2:19][CH2:20][CH2:21][NH:22][C:23]3[NH:28][CH2:27][CH2:26][CH2:25][N:24]=3)=[CH:17][C:5]=2[CH2:4][N:3]1[CH2:29][C:30]1[CH:35]=[CH:34][C:33]([C:36]([F:39])([F:38])[F:37])=[CH:32][CH:31]=1, predict the reactants needed to synthesize it. The reactants are: [O:1]=[C:2]1[C@H:8]([CH2:9][C:10]([O:12]C)=[O:11])[CH2:7][C:6]2[CH:14]=[CH:15][C:16]([O:18][CH2:19][CH2:20][CH2:21][NH:22][C:23]3[NH:28][CH2:27][CH2:26][CH2:25][N:24]=3)=[CH:17][C:5]=2[CH2:4][N:3]1[CH2:29][C:30]1[CH:35]=[CH:34][C:33]([C:36]([F:39])([F:38])[F:37])=[CH:32][CH:31]=1.[OH-].[Na+].Cl.CC#N.O. (9) Given the product [CH2:27]([O:29][C:30]([C:32]1[CH:37]=[C:36]([Cl:38])[CH:35]=[C:34]([C:9]2[CH:10]=[CH:11][CH:12]=[C:7]([O:6][C:5]3[CH:4]=[CH:3][C:2]([F:1])=[CH:23][CH:22]=3)[CH:8]=2)[N:33]=1)=[O:31])[CH3:28], predict the reactants needed to synthesize it. The reactants are: [F:1][C:2]1[CH:23]=[CH:22][C:5]([O:6][C:7]2[CH:8]=[C:9](B3OC(C)(C)C(C)(C)O3)[CH:10]=[CH:11][CH:12]=2)=[CH:4][CH:3]=1.B([O-])[O-].[CH2:27]([O:29][C:30]([C:32]1[CH:37]=[C:36]([Cl:38])[CH:35]=[C:34](Cl)[N:33]=1)=[O:31])[CH3:28].C(=O)([O-])[O-].[Cs+].[Cs+].